From a dataset of CYP3A4 inhibition data for predicting drug metabolism from PubChem BioAssay. Regression/Classification. Given a drug SMILES string, predict its absorption, distribution, metabolism, or excretion properties. Task type varies by dataset: regression for continuous measurements (e.g., permeability, clearance, half-life) or binary classification for categorical outcomes (e.g., BBB penetration, CYP inhibition). Dataset: cyp3a4_veith. The result is 1 (inhibitor). The compound is COc1ccccc1CNc1ncncc1-c1ccccc1OC.